From a dataset of Forward reaction prediction with 1.9M reactions from USPTO patents (1976-2016). Predict the product of the given reaction. (1) Given the reactants [C:1]([C:3]1[CH:8]=[CH:7][C:6]([CH:9]([CH3:29])[C:10]([NH:12][CH2:13][C:14]2[C:15]([N:24]3[CH2:28][CH2:27][CH2:26][CH2:25]3)=[N:16][C:17]([C:20]([F:23])([F:22])[F:21])=[CH:18][CH:19]=2)=[O:11])=[CH:5][CH:4]=1)#[N:2].O.[BH4-].[Na+], predict the reaction product. The product is: [NH2:2][CH2:1][C:3]1[CH:8]=[CH:7][C:6]([CH:9]([CH3:29])[C:10]([NH:12][CH2:13][C:14]2[C:15]([N:24]3[CH2:25][CH2:26][CH2:27][CH2:28]3)=[N:16][C:17]([C:20]([F:23])([F:21])[F:22])=[CH:18][CH:19]=2)=[O:11])=[CH:5][CH:4]=1. (2) The product is: [C:34]([N:26]1[CH2:27][CH2:28][CH:23]([C:19]2[C:20]3[C:15](=[CH:14][C:13]([C:8]4[CH:7]=[C:6]([CH:11]=[CH:10][C:9]=4[CH3:12])[C:5]([NH:4][CH:1]4[CH2:2][CH2:3]4)=[O:29])=[CH:22][CH:21]=3)[CH:16]=[N:17][N:18]=2)[CH2:24][CH2:25]1)(=[O:58])[CH3:35]. Given the reactants [CH:1]1([NH:4][C:5](=[O:29])[C:6]2[CH:11]=[CH:10][C:9]([CH3:12])=[C:8]([C:13]3[CH:14]=[C:15]4[C:20](=[CH:21][CH:22]=3)[C:19]([CH:23]3[CH2:28][CH2:27][NH:26][CH2:25][CH2:24]3)=[N:18][N:17]=[CH:16]4)[CH:7]=2)[CH2:3][CH2:2]1.C1(N[C:34](=[O:58])[C:35]2C=CC(C)=C(C3C=C4C(=CC=3)C(C3CCNCC3)=NN=C4)C=2)CC1, predict the reaction product. (3) Given the reactants [OH:1][C:2]1[CH:7]=[CH:6][C:5]([N:8]2[C:16](=[O:17])[C@H:15]3[C@H:10]([CH2:11][CH2:12][CH2:13][CH2:14]3)[C:9]2=[O:18])=[CH:4][CH:3]=1.[I-].C[N+]1C=CN([C:26](=[O:35])[N:27]([CH3:34])[C:28]2[CH:33]=[CH:32][CH:31]=[CH:30][CH:29]=2)C=1, predict the reaction product. The product is: [O:18]=[C:9]1[C@@H:10]2[C@@H:15]([CH2:14][CH2:13][CH2:12][CH2:11]2)[C:16](=[O:17])[N:8]1[C:5]1[CH:6]=[CH:7][C:2]([O:1][C:26](=[O:35])[N:27]([CH3:34])[C:28]2[CH:33]=[CH:32][CH:31]=[CH:30][CH:29]=2)=[CH:3][CH:4]=1. (4) Given the reactants S([O-])([O-])=O.[Na+:5].[Na+].C(=O)(O)[O-].[Na+].[CH2:12]([C:14]1[CH:19]=[CH:18][C:17]([S:20](Cl)(=[O:22])=[O:21])=[CH:16][CH:15]=1)[CH3:13], predict the reaction product. The product is: [CH2:12]([C:14]1[CH:15]=[CH:16][C:17]([S:20]([O-:22])=[O:21])=[CH:18][CH:19]=1)[CH3:13].[Na+:5]. (5) The product is: [CH:13]1([CH2:12][C:10]2[N:9]([CH:18]([CH2:19][CH3:20])[CH2:21][CH3:22])[C:8]3[CH:23]=[CH:24][C:5]([C:3]([OH:4])=[O:2])=[CH:6][C:7]=3[N:11]=2)[CH2:17][CH2:16][CH2:15][CH2:14]1. Given the reactants C[O:2][C:3]([C:5]1[CH:24]=[CH:23][C:8]2[N:9]([CH:18]([CH2:21][CH3:22])[CH2:19][CH3:20])[C:10]([CH2:12][CH:13]3[CH2:17][CH2:16][CH2:15][CH2:14]3)=[N:11][C:7]=2[CH:6]=1)=[O:4].[OH-].[Na+], predict the reaction product. (6) Given the reactants [F:1][CH:2]([C:7]1[CH:8]=[C:9]2[C:14](=[CH:15][CH:16]=1)[N:13]=[CH:12][CH:11]=[CH:10]2)[C:3]([O:5]C)=[O:4].[OH-].[Na+].Cl, predict the reaction product. The product is: [F:1][CH:2]([C:7]1[CH:8]=[C:9]2[C:14](=[CH:15][CH:16]=1)[N:13]=[CH:12][CH:11]=[CH:10]2)[C:3]([OH:5])=[O:4]. (7) Given the reactants Br[C:2]1[CH:7]=[CH:6][C:5]([C:8]([N:10]2[CH2:15][CH2:14][N:13]([C:16]3[C:21]([CH3:22])=[CH:20][C:19]([CH3:23])=[CH:18][N:17]=3)[CH2:12][CH2:11]2)=[O:9])=[CH:4][C:3]=1[F:24].[I-:25].[Na+], predict the reaction product. The product is: [CH3:22][C:21]1[C:16]([N:13]2[CH2:14][CH2:15][N:10]([C:8]([C:5]3[CH:6]=[CH:7][C:2]([I:25])=[C:3]([F:24])[CH:4]=3)=[O:9])[CH2:11][CH2:12]2)=[N:17][CH:18]=[C:19]([CH3:23])[CH:20]=1.